This data is from Drug-target binding data from BindingDB using Ki measurements. The task is: Regression. Given a target protein amino acid sequence and a drug SMILES string, predict the binding affinity score between them. We predict pKi (pKi = -log10(Ki in M); higher means stronger inhibition). Dataset: bindingdb_ki. (1) The small molecule is c1ccc(CN2C3CCC2CC(Nc2ccc4[nH]ncc4c2)C3)cc1. The target protein sequence is LLRDPKSEVNSDCLLDGLDALVYDLDFPALRKNKNIDNFLSRYKDTINKIRDLRMKAEDYEVVKVIGRGAFGEVQLVRHKSTRKVYAMKLLSKFEMIKRSDSAFFWEERDIMAFANSPWVVQLFYAFQDDRYLYMVMEYMPGGDLVNLMSNYDVPEKWARFYTAEVVLALDAIHSMGFIHRDVKPDNMLLDKSGHLKLADFGTCMKMNKEGMVRCDTAVGTPDYISPEVLKSQGGDGYYGRECDWWSVGVFLYEMLVGDTPFYADSLVGTYSKIMNHKNSLTFPDDNDISKEAKNLICAFLTDREVRLGRNGVEEIKRHLFFKNDQWAWETLRDTVAPVVPDLSSDIDTSNFDDLEEDKGEEETFPIPKAFVGNQLPFVGFTYYSNRRYLSSANPNDNRTSSNADKSLQESLQKTIYKLEEQLHNEMQLKDEMEQKCRTSNIKLDKIMKELDEEGNQRRNLESTVSQIEKEKMLLQHRINEYQRKAEQENEKRRNVENEV.... The pKi is 7.1. (2) The target protein (P9WKE1) has sequence MLIAIEGVDGAGKRTLVEKLSGAFRAAGRSVATLAFPRYGQSVAADIAAEALHGEHGDLASSVYAMATLFALDRAGAVHTIQGLCRGYDVVILDRYVASNAAYSAARLHENAAGKAAAWVQRIEFARLGLPKPDWQVLLAVSAELAGERSRGRAQRDPGRARDNYERDAELQQRTGAVYAELAAQGWGGRWLVVGADVDPGRLAATLAPPDVPS. The small molecule is Cc1cn([C@@H]2O[C@H](CO)[C@@H](N=C(N)N)[C@H]2O)c(=O)[nH]c1=O. The pKi is 3.9. (3) The compound is O=C1CCc2cc(-c3ccc(C(F)(F)F)cc3)ccc2N1. The target protein sequence is MASQPNSSAKKKEEKGKNIQVVVRCRPFNLAERKASAHSIVECDPVRKEVSVRTGGLADKSSRKTYTFDMVFGASTKQIDVYRSVVCPILDEVIMGYNCTIFAYGQTGTGKTFTMEGERSPNEEYTWEEDPLAGIIPRTLHQIFEKLTDNGTEFSVKVSLLEIYNEELFDLLNPSSDVSERLQMFDDPRNKRGVIIKGLEEITVHNKDEVYQILEKGAAKRTTAATLMNAYSSRSHSVFSVTIHMKETTIDGEELVKIGKLNLVDLAGSENIGRSGAVDKRAREAGNINQSLLTLGRVITALVERTPHVPYRESKLTRILQDSLGGRTRTSIIATISPASLNLEETLSTLEYAHRTKNILNKPEVNQKLTKKALIKEYTEEIERLKRDLAAAREKNGVYISEENFRVMSGKLTVQEEQIVELIEKIGAVEEELNRVTELFMDNKNELDQCKSDLQNKTQELETTQKHLQETKLQLVKEEYITSALESTEEKLHDAASKLL.... The pKi is 7.0.